From a dataset of Reaction yield outcomes from USPTO patents with 853,638 reactions. Predict the reaction yield, written as a fraction of the theoretical maximum amount of product (1.0 means a 100% yield; for example, 0.34 means a 34% yield). (1) The reactants are [F:1][C:2]([F:13])([F:12])[C:3]1[CH:8]=[CH:7][C:6]([CH2:9][C:10]#[N:11])=[CH:5][CH:4]=1.Cl.[NH2:15][OH:16].C([O-])(O)=O.[Na+]. The catalyst is CO. The product is [OH:16]/[N:15]=[C:10](\[NH2:11])/[CH2:9][C:6]1[CH:5]=[CH:4][C:3]([C:2]([F:12])([F:1])[F:13])=[CH:8][CH:7]=1. The yield is 0.849. (2) The reactants are [Cl:1][C:2]1[CH:3]=[N:4][CH:5]=[C:6]([Cl:18])[C:7]=1[CH2:8][S:9][C:10]1[N:15]=[C:14]([OH:16])[CH:13]=[C:12]([CH3:17])[N:11]=1.Cl.O1CCOCC1. The catalyst is CO. The product is [ClH:1].[Cl:18][C:6]1[CH:5]=[N:4][CH:3]=[C:2]([Cl:1])[C:7]=1[CH2:8][S:9][C:10]1[N:15]=[C:14]([OH:16])[CH:13]=[C:12]([CH3:17])[N:11]=1. The yield is 0.730. (3) The reactants are FC(F)(F)S(O[C:7]1[C:12]([N+:13]([O-:15])=[O:14])=[CH:11][C:10]([CH:16]=[O:17])=[CH:9][C:8]=1[O:18][CH2:19][CH3:20])(=O)=O.[I-:23].[Na+].CCOC(C)=O. The catalyst is CS(C)=O. The product is [CH2:19]([O:18][C:8]1[CH:9]=[C:10]([CH:11]=[C:12]([N+:13]([O-:15])=[O:14])[C:7]=1[I:23])[CH:16]=[O:17])[CH3:20]. The yield is 0.910. (4) The reactants are [Br:1][C:2]1[CH:10]=[CH:9][CH:8]=[C:7]2[C:3]=1[C:4](O)([C:12]1[C:17]([OH:18])=[CH:16][CH:15]=[C:14]([O:19][CH3:20])[N:13]=1)[C:5](=[O:11])[NH:6]2.C(N(CC)CC)C.S(Cl)(Cl)=O.C(O)(=O)C. The catalyst is ClCCl.O1CCCC1.[Zn]. The product is [Br:1][C:2]1[CH:10]=[CH:9][CH:8]=[C:7]2[C:3]=1[CH:4]([C:12]1[C:17]([OH:18])=[CH:16][CH:15]=[C:14]([O:19][CH3:20])[N:13]=1)[C:5](=[O:11])[NH:6]2. The yield is 0.640. (5) The reactants are [I-].[NH:2]1[C:10]2[C:5](=[CH:6][CH:7]=[CH:8][CH:9]=2)[C:4]([CH2:11][P+](C2C=CC=CC=2)(C2C=CC=CC=2)C2C=CC=CC=2)=[N:3]1.CC[O:33][CH:34](OCC)[C:35]1[CH:40]=[CH:39][C:38]([CH:41]=O)=[CH:37][CH:36]=1.C(=O)([O-])[O-].[K+].[K+].O.C1(C)C=CC(S(O)(=O)=O)=CC=1. The catalyst is CC(C)=O. The product is [CH:34]([C:35]1[CH:40]=[CH:39][C:38](/[CH:41]=[CH:11]/[C:4]2[C:5]3[C:10](=[CH:9][CH:8]=[CH:7][CH:6]=3)[NH:2][N:3]=2)=[CH:37][CH:36]=1)=[O:33]. The yield is 0.0700. (6) The yield is 0.220. The product is [CH3:12][O:13][C:14]1[CH:19]=[CH:18][N:17]=[C:16]([Br:21])[CH:15]=1. The catalyst is O. The reactants are C(O)C.CNC.C([Li])CCC.[CH3:12][O:13][C:14]1[CH:19]=[CH:18][N:17]=[CH:16][CH:15]=1.C(Br)(Br)(Br)[Br:21].